This data is from Forward reaction prediction with 1.9M reactions from USPTO patents (1976-2016). The task is: Predict the product of the given reaction. (1) Given the reactants C([O:3][C:4](=[O:53])[CH2:5][C@H:6]1[O:12][C@H:11]([C:13]2[CH:18]=[CH:17][CH:16]=[C:15]([O:19][CH2:20][CH2:21][CH2:22][N:23]([C:33]([O:35][C:36]([CH3:39])([CH3:38])[CH3:37])=[O:34])[CH2:24][CH2:25][CH2:26][C:27]3[CH:32]=[CH:31][CH:30]=[CH:29][CH:28]=3)[C:14]=2[O:40][CH3:41])[C:10]2[CH:42]=[C:43]([Cl:46])[CH:44]=[CH:45][C:9]=2[N:8]([CH2:47][C:48]([CH3:51])([CH3:50])[CH3:49])[C:7]1=[O:52])C.[OH-].[Na+].C(O)(=O)CC(CC(O)=O)(C(O)=O)O, predict the reaction product. The product is: [C:36]([O:35][C:33]([N:23]([CH2:24][CH2:25][CH2:26][C:27]1[CH:28]=[CH:29][CH:30]=[CH:31][CH:32]=1)[CH2:22][CH2:21][CH2:20][O:19][C:15]1[C:14]([O:40][CH3:41])=[C:13]([C@@H:11]2[C:10]3[CH:42]=[C:43]([Cl:46])[CH:44]=[CH:45][C:9]=3[N:8]([CH2:47][C:48]([CH3:51])([CH3:50])[CH3:49])[C:7](=[O:52])[C@@H:6]([CH2:5][C:4]([OH:53])=[O:3])[O:12]2)[CH:18]=[CH:17][CH:16]=1)=[O:34])([CH3:37])([CH3:38])[CH3:39]. (2) Given the reactants [I:1][C:2]1[CH:10]=[CH:9][C:5]([C:6]([OH:8])=O)=[CH:4][CH:3]=1.C(P(=O)(OCC)OCC)#N.CN1CCOCC1.[NH2:28][CH2:29][CH2:30][CH2:31][NH:32][C:33]1[C:37]2[CH:38]=[CH:39][CH:40]=[C:41]([S:42]([NH:45][C:46]([CH3:49])([CH3:48])[CH3:47])(=[O:44])=[O:43])[C:36]=2[S:35][N:34]=1, predict the reaction product. The product is: [C:46]([NH:45][S:42]([C:41]1[C:36]2[S:35][N:34]=[C:33]([NH:32][CH2:31][CH2:30][CH2:29][NH:28][C:6](=[O:8])[C:5]3[CH:4]=[CH:3][C:2]([I:1])=[CH:10][CH:9]=3)[C:37]=2[CH:38]=[CH:39][CH:40]=1)(=[O:43])=[O:44])([CH3:49])([CH3:48])[CH3:47]. (3) Given the reactants [C:1]12([C:11]3[CH:16]=[CH:15][C:14]([OH:17])=[C:13]([Br:18])[CH:12]=3)[CH2:10][CH:5]3[CH2:6][CH:7]([CH2:9][CH:3]([CH2:4]3)[CH2:2]1)[CH2:8]2.F[B-](F)(F)F.[O:24]=[N+:25]=[O:26].O, predict the reaction product. The product is: [C:1]12([C:11]3[CH:16]=[C:15]([N+:25]([O-:26])=[O:24])[C:14]([OH:17])=[C:13]([Br:18])[CH:12]=3)[CH2:2][CH:3]3[CH2:9][CH:7]([CH2:6][CH:5]([CH2:4]3)[CH2:10]1)[CH2:8]2. (4) The product is: [CH2:33]([NH:35][C:36]([NH:1][C:2]1[CH:3]=[C:4]([C:8]2[CH:9]=[C:10]3[C:14](=[CH:15][CH:16]=2)[CH2:13][CH:12]([NH:17][S:18]([CH:21]([CH3:23])[CH3:22])(=[O:20])=[O:19])[CH2:11]3)[CH:5]=[CH:6][CH:7]=1)=[O:37])[CH3:34]. Given the reactants [NH2:1][C:2]1[CH:3]=[C:4]([C:8]2[CH:9]=[C:10]3[C:14](=[CH:15][CH:16]=2)[CH2:13][CH:12]([NH:17][S:18]([CH:21]([CH3:23])[CH3:22])(=[O:20])=[O:19])[CH2:11]3)[CH:5]=[CH:6][CH:7]=1.C(N(C(C)C)CC)(C)C.[CH2:33]([N:35]=[C:36]=[O:37])[CH3:34], predict the reaction product. (5) Given the reactants [C:1]([N:8]1[CH2:16][C:15](=[O:17])[CH2:14][C@H:9]1[C:10]([O:12][CH3:13])=[O:11])([O:3][C:4]([CH3:7])([CH3:6])[CH3:5])=[O:2].[CH2:18](Br)[CH:19]=[CH2:20].[Li+].C[Si]([N-][Si](C)(C)C)(C)C.[CH2:32]1[CH2:36]OC[CH2:33]1, predict the reaction product. The product is: [C:1]([N:8]1[CH2:16][C:15](=[O:17])[C:14]([CH2:36][CH:32]=[CH2:33])([CH2:18][CH:19]=[CH2:20])[C@H:9]1[C:10]([O:12][CH3:13])=[O:11])([O:3][C:4]([CH3:7])([CH3:6])[CH3:5])=[O:2]. (6) Given the reactants Cl.[NH2:2][CH2:3][CH:4]1[CH2:7][N:6]([CH2:8][C@@H:9]([C:11]2[C:12]([CH3:21])=[C:13]3[C:17](=[CH:18][CH:19]=2)[C:16](=[O:20])[O:15][CH2:14]3)[OH:10])[CH2:5]1.[C:22]([C:24]1[CH:29]=[CH:28][C:27]([CH2:30][S:31](Cl)(=[O:33])=[O:32])=[CH:26][CH:25]=1)#[N:23], predict the reaction product. The product is: [C:22]([C:24]1[CH:25]=[CH:26][C:27]([CH2:30][S:31]([NH:2][CH2:3][CH:4]2[CH2:7][N:6]([CH2:8][C@H:9]([OH:10])[C:11]3[C:12]([CH3:21])=[C:13]4[C:17](=[CH:18][CH:19]=3)[C:16](=[O:20])[O:15][CH2:14]4)[CH2:5]2)(=[O:32])=[O:33])=[CH:28][CH:29]=1)#[N:23]. (7) The product is: [OH:16][C:14]1[C:13]([NH:17][C:18](=[O:32])[CH:19]([C:26]2[CH:27]=[CH:28][CH:29]=[CH:30][CH:31]=2)[C:20]2[CH:25]=[CH:24][CH:23]=[CH:22][CH:21]=2)=[CH:12][N:11]=[C:10]([CH2:9][OH:8])[N:15]=1. Given the reactants C([O:8][CH2:9][C:10]1[N:15]=[C:14]([OH:16])[C:13]([NH:17][C:18](=[O:32])[CH:19]([C:26]2[CH:31]=[CH:30][CH:29]=[CH:28][CH:27]=2)[C:20]2[CH:25]=[CH:24][CH:23]=[CH:22][CH:21]=2)=[CH:12][N:11]=1)C1C=CC=CC=1, predict the reaction product. (8) Given the reactants [CH3:1][N:2]1[CH:6]=[C:5]([CH2:7][N:8]2[CH2:12][CH:11]3[CH2:13][N:14]([C:16]([O:18][C:19]([CH3:22])([CH3:21])[CH3:20])=[O:17])[CH2:15][CH:10]3[CH2:9]2)[C:4]([C:23]2[CH:28]=[CH:27][N:26]=[CH:25][CH:24]=2)=[N:3]1.[Br:29][CH2:30][C:31]1[CH:36]=[CH:35][CH:34]=[CH:33][CH:32]=1, predict the reaction product. The product is: [Br-:29].[CH2:30]([N+:26]1[CH:27]=[CH:28][C:23]([C:4]2[C:5]([CH2:7][N:8]3[CH2:12][CH:11]4[CH:10]([CH2:15][N:14]([C:16]([O:18][C:19]([CH3:22])([CH3:20])[CH3:21])=[O:17])[CH2:13]4)[CH2:9]3)=[CH:6][N:2]([CH3:1])[N:3]=2)=[CH:24][CH:25]=1)[C:31]1[CH:36]=[CH:35][CH:34]=[CH:33][CH:32]=1. (9) Given the reactants C1(SC)C=CC=CC=1.FC(F)(F)C(O)=O.C([O:23][C:24]1[CH:50]=[CH:49][C:48]([N:51]2[CH2:56][CH2:55][O:54][CH2:53][CH2:52]2)=[CH:47][C:25]=1[C:26]([NH:28][C:29]1[CH:41]=[C:40]([C:42]2[S:43][CH:44]=[CH:45][CH:46]=2)[CH:39]=[CH:38][C:30]=1[C:31]([O:33]C(C)(C)C)=[O:32])=[O:27])C1C=CC=CC=1, predict the reaction product. The product is: [OH:23][C:24]1[CH:50]=[CH:49][C:48]([N:51]2[CH2:52][CH2:53][O:54][CH2:55][CH2:56]2)=[CH:47][C:25]=1[C:26]([NH:28][C:29]1[CH:41]=[C:40]([C:42]2[S:43][CH:44]=[CH:45][CH:46]=2)[CH:39]=[CH:38][C:30]=1[C:31]([OH:33])=[O:32])=[O:27].